This data is from Full USPTO retrosynthesis dataset with 1.9M reactions from patents (1976-2016). The task is: Predict the reactants needed to synthesize the given product. (1) Given the product [O:42]=[C:30]1[C:31]2([CH2:38][CH2:39][CH2:40][CH2:41]2)[C:32]2[C:37](=[CH:36][CH:35]=[CH:34][CH:33]=2)[N:29]1[C:27]([NH:26][CH2:25][CH:22]1[CH2:23][CH2:24][N:19]([CH2:18][C:13]2([C:10]3[N:9]=[N:8][NH:12][N:11]=3)[CH2:14][CH2:15][CH2:16][CH2:17]2)[CH2:20][CH2:21]1)=[O:28], predict the reactants needed to synthesize it. The reactants are: C([N:8]1[N:12]=[N:11][C:10]([C:13]2([CH2:18][N:19]3[CH2:24][CH2:23][CH:22]([CH2:25][NH:26][C:27]([N:29]4[C:37]5[C:32](=[CH:33][CH:34]=[CH:35][CH:36]=5)[C:31]5([CH2:41][CH2:40][CH2:39][CH2:38]5)[C:30]4=[O:42])=[O:28])[CH2:21][CH2:20]3)[CH2:17][CH2:16][CH2:15][CH2:14]2)=[N:9]1)C1C=CC=CC=1. (2) Given the product [Br:1][C:2]1[C:3]([C:7]2[CH:12]=[CH:11][CH:10]=[CH:9][CH:8]=2)=[N:4][N:5]([C:13]([C:14]2[CH:19]=[CH:18][CH:17]=[CH:16][CH:15]=2)([C:26]2[CH:27]=[CH:28][CH:29]=[CH:30][CH:31]=2)[C:20]2[CH:21]=[CH:22][CH:23]=[CH:24][CH:25]=2)[CH:6]=1, predict the reactants needed to synthesize it. The reactants are: [Br:1][C:2]1[C:3]([C:7]2[CH:12]=[CH:11][CH:10]=[CH:9][CH:8]=2)=[N:4][NH:5][CH:6]=1.[C:13](Cl)([C:26]1[CH:31]=[CH:30][CH:29]=[CH:28][CH:27]=1)([C:20]1[CH:25]=[CH:24][CH:23]=[CH:22][CH:21]=1)[C:14]1[CH:19]=[CH:18][CH:17]=[CH:16][CH:15]=1.C([O-])([O-])=O.[K+].[K+].O. (3) Given the product [NH2:8][C:7]1[C:4]([C:5]#[N:6])=[C:3]([S:2][CH3:1])[NH:13][N:12]=1, predict the reactants needed to synthesize it. The reactants are: [CH3:1][S:2][C:3](SC)=[C:4]([C:7]#[N:8])[C:5]#[N:6].O.[NH2:12][NH2:13].